From a dataset of CYP2C9 inhibition data for predicting drug metabolism from PubChem BioAssay. Regression/Classification. Given a drug SMILES string, predict its absorption, distribution, metabolism, or excretion properties. Task type varies by dataset: regression for continuous measurements (e.g., permeability, clearance, half-life) or binary classification for categorical outcomes (e.g., BBB penetration, CYP inhibition). Dataset: cyp2c9_veith. The drug is C[C@@H](c1ccccc1)N1C(=O)[C@H]2CC[C@@H]3/C(=N\NC(=O)OCc4ccccc4)C[C@@H](O)[C@@H](O)[C@@H]3[C@@H]2C1=O. The result is 0 (non-inhibitor).